Dataset: Forward reaction prediction with 1.9M reactions from USPTO patents (1976-2016). Task: Predict the product of the given reaction. (1) The product is: [CH:53]1([CH2:52][N:39]2[C:38](=[O:56])[C:37]([CH2:36][CH2:35][CH2:32][OH:33])=[CH:42][C:41]([C:43]3[CH:48]=[CH:47][C:46]([O:49][CH3:50])=[C:45]([F:51])[CH:44]=3)=[N:40]2)[CH2:55][CH2:54]1. Given the reactants FC1C=C(F)C=CC=1C1C=C(CN2C(=O)C3=CC=CC=C3C2=O)C(=O)N(CC(C)C)N=1.[C:32]([CH2:35][CH2:36][C:37]1[C:38](=[O:56])[N:39]([CH2:52][CH:53]2[CH2:55][CH2:54]2)[N:40]=[C:41]([C:43]2[CH:48]=[CH:47][C:46]([O:49][CH3:50])=[C:45]([F:51])[CH:44]=2)[CH:42]=1)(O)=[O:33], predict the reaction product. (2) Given the reactants Cl.[CH:2]1([CH2:5][O:6][NH2:7])[CH2:4][CH2:3]1.C(N(C(C)C)CC)(C)C.[F:17][C:18]1[C:23]([F:24])=[C:22]([F:25])[CH:21]=[CH:20][C:19]=1[S:26](Cl)(=[O:28])=[O:27], predict the reaction product. The product is: [CH:2]1([CH2:5][O:6][NH:7][S:26]([C:19]2[CH:20]=[CH:21][C:22]([F:25])=[C:23]([F:24])[C:18]=2[F:17])(=[O:28])=[O:27])[CH2:4][CH2:3]1.